Dataset: Catalyst prediction with 721,799 reactions and 888 catalyst types from USPTO. Task: Predict which catalyst facilitates the given reaction. (1) Reactant: FC(F)(F)C(O)=O.[O:8]=[C:9]1[CH:13]=[CH:12][C:11](=[O:14])[N:10]1[CH2:15][CH2:16][CH2:17][C:18]([NH:20][NH2:21])=[O:19].[C:22]([C:25]1[CH:80]=[CH:79][C:28]([O:29][CH2:30][CH2:31][O:32][C:33]2[CH:34]=[C:35]([CH2:59][O:60][C:61]3[C:62]([O:77][CH3:78])=[CH:63][C:64]4[C:70](=[O:71])[N:69]5[CH2:72][CH2:73][CH2:74][CH2:75][C@@H:68]5[CH:67]=[N:66][C:65]=4[CH:76]=3)[CH:36]=[C:37]([CH2:39][O:40][C:41]3[C:42]([O:57][CH3:58])=[CH:43][C:44]4[C:50](=[O:51])[N:49]5[CH2:52][CH2:53][CH2:54][CH2:55][C@@H:48]5[CH:47]=[N:46][C:45]=4[CH:56]=3)[CH:38]=2)=[CH:27][CH:26]=1)(=O)[CH3:23].C(Cl)(=O)C. Product: [CH3:78][O:77][C:62]1[C:61]([O:60][CH2:59][C:35]2[CH:34]=[C:33]([CH:38]=[C:37]([CH2:39][O:40][C:41]3[C:42]([O:57][CH3:58])=[CH:43][C:44]4[C:50](=[O:51])[N:49]5[CH2:52][CH2:53][CH2:54][CH2:55][C@H:48]5[CH:47]=[N:46][C:45]=4[CH:56]=3)[CH:36]=2)[O:32][CH2:31][CH2:30][O:29][C:28]2[CH:79]=[CH:80][C:25](/[C:22](=[N:21]/[NH:20][C:18](=[O:19])[CH2:17][CH2:16][CH2:15][N:10]3[C:9](=[O:8])[CH:13]=[CH:12][C:11]3=[O:14])/[CH3:23])=[CH:26][CH:27]=2)=[CH:76][C:65]2[N:66]=[CH:67][C@@H:68]3[CH2:75][CH2:74][CH2:73][CH2:72][N:69]3[C:70](=[O:71])[C:64]=2[CH:63]=1. The catalyst class is: 2. (2) Reactant: [C:1]([N:8]1[CH:12]=[CH:11][N:10]=[CH:9]1)(N1C=CN=C1)=[O:2].C([CH:16]1[C:29](=[O:30])[C:28]2[C:19](=[C:20]3[C:25](=[CH:26][CH:27]=2)[CH:24]=[CH:23][CH:22]=[N:21]3)[N:18]=[CH:17]1)(O)=O. Product: [N:8]1([C:1]([CH:16]2[C:29](=[O:30])[C:28]3[C:19](=[C:20]4[C:25](=[CH:26][CH:27]=3)[CH:24]=[CH:23][CH:22]=[N:21]4)[N:18]=[CH:17]2)=[O:2])[CH:12]=[CH:11][N:10]=[CH:9]1. The catalyst class is: 3. (3) The catalyst class is: 2. Product: [F:1][C:2]1[CH:7]=[CH:6][C:5](/[CH:8]=[CH:9]/[C:10]2[CH:11]=[CH:12][C:13]([F:16])=[CH:14][CH:15]=2)=[CH:4][C:3]=1[C@:17]1([CH3:34])[CH2:25][C:21]2([CH2:24][CH2:23][CH2:22]2)[O:20][C:19]([NH2:26])=[N:18]1.[F:1][C:2]1[CH:7]=[CH:6][C:5](/[CH:8]=[CH:9]/[C:10]2[CH:15]=[CH:14][C:13]([F:16])=[CH:12][CH:11]=2)=[CH:4][C:3]=1[C@:17]1([CH3:34])[CH2:25][C:21]2([CH2:22][CH2:23][CH2:24]2)[O:20][C:19]([NH:26][C:27](=[O:33])[O:28][C:29]([CH3:31])([CH3:30])[CH3:32])=[N:18]1. Reactant: [F:1][C:2]1[CH:7]=[CH:6][C:5](/[CH:8]=[CH:9]/[C:10]2[CH:15]=[CH:14][C:13]([F:16])=[CH:12][CH:11]=2)=[CH:4][C:3]=1[C@:17]1([CH3:34])[CH2:25][C:21]2([CH2:24][CH2:23][CH2:22]2)[O:20][C:19]([NH:26][C:27](=[O:33])[O:28][C:29]([CH3:32])([CH3:31])[CH3:30])=[N:18]1.C(O)(C(F)(F)F)=O. (4) Reactant: [C:1]([OH:8])(=[O:7])/[CH:2]=[CH:3]/[C:4]([OH:6])=[O:5].[CH:9]1[C:14]2[C:15]([N:24]3[CH2:29][CH2:28][N:27]([CH2:30][CH2:31][O:32][CH2:33][CH2:34][OH:35])[CH2:26][CH2:25]3)=[N:16][C:17]3[CH:23]=[CH:22][CH:21]=[CH:20][C:18]=3[S:19][C:13]=2[CH:12]=[CH:11][CH:10]=1. Product: [C:1]([OH:8])(=[O:7])/[CH:2]=[CH:3]/[C:4]([OH:6])=[O:5].[CH:9]1[C:14]2[C:15]([N:24]3[CH2:25][CH2:26][N:27]([CH2:30][CH2:31][O:32][CH2:33][CH2:34][OH:35])[CH2:28][CH2:29]3)=[N:16][C:17]3[CH:23]=[CH:22][CH:21]=[CH:20][C:18]=3[S:19][C:13]=2[CH:12]=[CH:11][CH:10]=1. The catalyst class is: 8. (5) Reactant: C([N:8](CC1C=CC=CC=1)[CH2:9][CH2:10][CH:11]1[CH2:16][CH2:15][N:14]([C:17]2[CH:22]=[C:21]([CH3:23])[N:20]=[C:19]([CH3:24])[N:18]=2)[CH2:13][CH2:12]1)C1C=CC=CC=1. Product: [CH3:24][C:19]1[N:18]=[C:17]([N:14]2[CH2:13][CH2:12][CH:11]([CH2:10][CH2:9][NH2:8])[CH2:16][CH2:15]2)[CH:22]=[C:21]([CH3:23])[N:20]=1. The catalyst class is: 105. (6) Reactant: [Cl:1][CH2:2][CH2:3][CH2:4][CH2:5][N:6]1[C@@H:10](/[CH:11]=[CH:12]/[C:13](=[O:21])[CH2:14][C:15]2[CH:20]=[CH:19][CH:18]=[CH:17][CH:16]=2)[CH2:9][CH2:8][C:7]1=[O:22].[BH4-].[Na+]. Product: [Cl:1][CH2:2][CH2:3][CH2:4][CH2:5][N:6]1[C@@H:10](/[CH:11]=[CH:12]/[CH:13]([OH:21])[CH2:14][C:15]2[CH:20]=[CH:19][CH:18]=[CH:17][CH:16]=2)[CH2:9][CH2:8][C:7]1=[O:22]. The catalyst class is: 5. (7) Reactant: [CH3:1][C:2]1[C:7]([CH2:8][S+:9]([O-:19])[C:10]2[N-:11][C:12]3[CH:13]=[CH:14][CH:15]=[CH:16][C:17]=3[N:18]=2)=[N:6][CH:5]=[CH:4][C:3]=1[O:20][CH2:21][CH2:22][CH2:23][O:24][CH3:25].[Na+].C([O-])(=O)C.[Mg+2:31].C([O-])(=O)C. Product: [CH3:1][C:2]1[C:7]([CH2:8][S+:9]([O-:19])[C:10]2[NH:11][C:12]3[CH:13]=[CH:14][CH:15]=[CH:16][C:17]=3[N:18]=2)=[N:6][CH:5]=[CH:4][C:3]=1[O:20][CH2:21][CH2:22][CH2:23][O:24][CH3:25].[Mg:31]. The catalyst class is: 5. (8) Reactant: Cl[C:2]1[CH:7]=[C:6]([Cl:8])[N:5]=[C:4]([S:9]([CH3:12])(=[O:11])=[O:10])[N:3]=1.Cl.[C@H:14]12[CH2:20][C@H:17]([NH:18][CH2:19]1)[CH2:16][O:15]2.C(N(CC)C(C)C)(C)C. Product: [Cl:8][C:6]1[N:5]=[C:4]([S:9]([CH3:12])(=[O:11])=[O:10])[N:3]=[C:2]([N:18]2[CH2:19][C@@H:14]3[CH2:20][C@H:17]2[CH2:16][O:15]3)[CH:7]=1. The catalyst class is: 80.